This data is from Forward reaction prediction with 1.9M reactions from USPTO patents (1976-2016). The task is: Predict the product of the given reaction. Given the reactants [C:1]12([CH2:11][C:12](O)=[O:13])[CH2:10][CH:5]3[CH2:6][CH:7]([CH2:9][CH:3]([CH2:4]3)[CH2:2]1)[CH2:8]2.CCN=C=NCCCN(C)C.C(N(CC)CC)C.[S:33]1[CH:37]=[CH:36][CH:35]=[C:34]1[CH2:38][NH2:39], predict the reaction product. The product is: [C:1]12([CH2:11][C:12]([NH:39][CH2:38][C:34]3[S:33][CH:37]=[CH:36][CH:35]=3)=[O:13])[CH2:10][CH:5]3[CH2:6][CH:7]([CH2:9][CH:3]([CH2:4]3)[CH2:2]1)[CH2:8]2.